From a dataset of Full USPTO retrosynthesis dataset with 1.9M reactions from patents (1976-2016). Predict the reactants needed to synthesize the given product. Given the product [CH3:16][CH:8]([C:5]1[CH:6]=[CH:7][C:2]([N:21]2[C:22]3[CH2:23][CH2:24][CH2:25][CH2:26][C:27]=3[C:19]([C:18]([F:17])([F:29])[F:28])=[N:20]2)=[CH:3][CH:4]=1)[C:9](=[O:10])[N:11]1[CH2:15][CH2:14][CH2:13][CH2:12]1, predict the reactants needed to synthesize it. The reactants are: Br[C:2]1[CH:7]=[CH:6][C:5]([CH:8]([CH3:16])[C:9]([N:11]2[CH2:15][CH2:14][CH2:13][CH2:12]2)=[O:10])=[CH:4][CH:3]=1.[F:17][C:18]([F:29])([F:28])[C:19]1[C:27]2[CH2:26][CH2:25][CH2:24][CH2:23][C:22]=2[NH:21][N:20]=1.CN(C)CC(O)=O.C(=O)([O-])[O-].[K+].[K+].